This data is from Forward reaction prediction with 1.9M reactions from USPTO patents (1976-2016). The task is: Predict the product of the given reaction. (1) Given the reactants I[C:2]1[C:6]2[C:7]([NH:11][CH:12]([CH3:14])[CH3:13])=[N:8][CH:9]=[CH:10][C:5]=2[N:4](C(C2C=CC=CC=2)(C2C=CC=CC=2)C2C=CC=CC=2)[N:3]=1.Cl[C:35]1[C:40]2C(I)=NN(C(C3C=CC=CC=3)(C3C=CC=CC=3)C3C=CC=CC=3)[C:39]=2[CH:38]=[CH:37][N:36]=1.CC(N)C.CCCCO, predict the reaction product. The product is: [CH:12]([NH:11][C:7]1[C:6]2[C:2]([C:35]3[CH:40]=[CH:39][CH:38]=[CH:37][N:36]=3)=[N:3][NH:4][C:5]=2[CH:10]=[CH:9][N:8]=1)([CH3:13])[CH3:14]. (2) Given the reactants [CH2:1]([C:5]1[N:6]([CH2:16][CH2:17][CH3:18])[C:7](=[CH:14][NH2:15])[C:8]2[CH:13]=[CH:12][S:11][C:9]=2[N:10]=1)[CH2:2][CH2:3][CH3:4].[Cl:19]N1C(=O)CCC1=O, predict the reaction product. The product is: [CH2:1]([C:5]1[N:6]([CH2:16][CH2:17][CH3:18])[C:7](=[CH:14][NH2:15])[C:8]2[CH:13]=[C:12]([Cl:19])[S:11][C:9]=2[N:10]=1)[CH2:2][CH2:3][CH3:4]. (3) The product is: [OH:32][C@H:3]([C@@H:2]([NH:1][C:52](=[O:53])[C@@H:51]([N:48]1[CH2:49][CH2:50][N:46]([CH2:45][C:44]2[CH:60]=[CH:61][CH:62]=[C:42]([O:41][CH3:40])[CH:43]=2)[C:47]1=[O:59])[C:55]([CH3:58])([CH3:57])[CH3:56])[CH2:33][C:34]1[CH:35]=[CH:36][CH:37]=[CH:38][CH:39]=1)[CH2:4][C@@H:5]([NH:19][C:20]([C@@H:22]([NH:27][C:28](=[O:31])[O:29][CH3:30])[C:23]([CH3:26])([CH3:25])[CH3:24])=[O:21])[CH2:6][C:7]1[CH:12]=[CH:11][C:10]([C:13]2[CH:18]=[CH:17][CH:16]=[CH:15][N:14]=2)=[CH:9][CH:8]=1. Given the reactants [NH2:1][C@@H:2]([CH2:33][C:34]1[CH:39]=[CH:38][CH:37]=[CH:36][CH:35]=1)[C@@H:3]([OH:32])[CH2:4][C@@H:5]([NH:19][C:20]([C@@H:22]([NH:27][C:28](=[O:31])[O:29][CH3:30])[C:23]([CH3:26])([CH3:25])[CH3:24])=[O:21])[CH2:6][C:7]1[CH:12]=[CH:11][C:10]([C:13]2[CH:18]=[CH:17][CH:16]=[CH:15][N:14]=2)=[CH:9][CH:8]=1.[CH3:40][O:41][C:42]1[CH:43]=[C:44]([CH:60]=[CH:61][CH:62]=1)[CH2:45][N:46]1[CH2:50][CH2:49][N:48]([C@@H:51]([C:55]([CH3:58])([CH3:57])[CH3:56])[C:52](O)=[O:53])[C:47]1=[O:59].CCOP(ON1N=NC2C=CC=CC=2C1=O)(OCC)=O.C(N(CC)C(C)C)(C)C, predict the reaction product. (4) The product is: [C:1]([C@H:3]([CH3:36])[CH2:4][NH:5][C:6]([C:8]1[C:16]2[C:11](=[N:12][CH:13]=[C:14]([C:17]3[C:25]4[C:20](=[CH:21][C:22]([F:26])=[CH:23][CH:24]=4)[N:19]([CH3:27])[N:18]=3)[N:15]=2)[NH:10][CH:9]=1)=[O:7])#[N:2]. Given the reactants [C:1]([C@H:3]([CH3:36])[CH2:4][NH:5][C:6]([C:8]1[C:16]2[C:11](=[N:12][CH:13]=[C:14]([C:17]3[C:25]4[C:20](=[CH:21][C:22]([F:26])=[CH:23][CH:24]=4)[N:19]([CH3:27])[N:18]=3)[N:15]=2)[N:10](COCC[Si](C)(C)C)[CH:9]=1)=[O:7])#[N:2].FC(F)(F)C(O)=O.C(N)CN.O, predict the reaction product. (5) Given the reactants [Cl:1][C:2]1[C:3]([F:20])=[C:4]([CH:14]2[CH2:18][O:17][C:16](=[O:19])[NH:15]2)[C:5]([O:11][CH2:12][CH3:13])=[C:6]([CH:8](O)[CH3:9])[CH:7]=1.CN(C)C=O.S(Cl)([Cl:28])=O, predict the reaction product. The product is: [Cl:1][C:2]1[C:3]([F:20])=[C:4]([CH:14]2[CH2:18][O:17][C:16](=[O:19])[NH:15]2)[C:5]([O:11][CH2:12][CH3:13])=[C:6]([CH2:8][CH2:9][Cl:28])[CH:7]=1. (6) Given the reactants [Cl:1][C:2]1[CH:9]=[CH:8][CH:7]=[C:6]([Cl:10])[C:3]=1[CH:4]=O.[CH3:11][O:12][C:13](=[O:22])[C:14]1[CH:19]=[CH:18][C:17]([NH2:20])=[C:16]([NH2:21])[CH:15]=1, predict the reaction product. The product is: [CH3:11][O:12][C:13]([C:14]1[CH:19]=[CH:18][C:17]2[N:20]=[C:4]([C:3]3[C:2]([Cl:1])=[CH:9][CH:8]=[CH:7][C:6]=3[Cl:10])[NH:21][C:16]=2[CH:15]=1)=[O:22]. (7) Given the reactants C(O[C:6]([N:8]1[CH2:12][C:11](=[CH:13][C:14]#[N:15])[CH2:10][C@H:9]1[C:16](O)=O)=[O:7])(C)(C)C.[O:19]([C:26]1[CH:34]=[CH:33][C:29](C(Cl)=O)=[CH:28][CH:27]=1)[C:20]1[CH:25]=[CH:24][CH:23]=[CH:22][CH:21]=1.[C:35]1([NH2:42])[C:36]([NH2:41])=[CH:37][CH:38]=[CH:39][CH:40]=1, predict the reaction product. The product is: [NH:41]1[C:36]2[CH:37]=[CH:38][CH:39]=[CH:40][C:35]=2[N:42]=[C:16]1[CH:9]1[N:8]([C:6](=[O:7])[C:29]2[CH:28]=[CH:27][C:26]([O:19][C:20]3[CH:21]=[CH:22][CH:23]=[CH:24][CH:25]=3)=[CH:34][CH:33]=2)[CH2:12][C:11](=[CH:13][C:14]#[N:15])[CH2:10]1. (8) The product is: [NH2:36][C:15]1[N:16]=[C:17]([N:19]2[CH:28]([CH3:29])[CH2:27][C:26]3[C:21](=[CH:22][C:23]([CH:30]4[CH2:31][CH2:32][N:33]([C:38]([NH:37][CH2:40][CH3:41])=[O:39])[CH2:34][CH2:35]4)=[CH:24][CH:25]=3)[CH2:20]2)[CH:18]=[C:13]([N:10]2[CH2:11][CH2:12][N:7]([CH3:6])[CH2:8][CH2:9]2)[N:14]=1. Given the reactants Cl.Cl.Cl.Cl.Cl.[CH3:6][N:7]1[CH2:12][CH2:11][N:10]([C:13]2[CH:18]=[C:17]([N:19]3[CH:28]([CH3:29])[CH2:27][C:26]4[C:21](=[CH:22][C:23]([CH:30]5[CH2:35][CH2:34][NH:33][CH2:32][CH2:31]5)=[CH:24][CH:25]=4)[CH2:20]3)[N:16]=[C:15]([NH2:36])[N:14]=2)[CH2:9][CH2:8]1.[N:37]([CH2:40][CH3:41])=[C:38]=[O:39], predict the reaction product. (9) Given the reactants C(Cl)(=O)C(Cl)=O.[CH3:7][NH:8][C:9](=O)[CH3:10].N1C(C)=CC=CC=1C.[C:20]([NH:28][NH2:29])(=O)[C:21]1[CH:26]=[CH:25][N:24]=[CH:23][CH:22]=1, predict the reaction product. The product is: [CH3:7][N:8]1[C:9]([CH3:10])=[N:29][N:28]=[C:20]1[C:21]1[CH:26]=[CH:25][N:24]=[CH:23][CH:22]=1. (10) Given the reactants [CH3:1][C:2]1[CH:7]=[CH:6][CH:5]=[C:4]([CH3:8])[C:3]=1[C:9]#[C:10][CH2:11][OH:12], predict the reaction product. The product is: [CH3:1][C:2]1[CH:7]=[CH:6][CH:5]=[C:4]([CH3:8])[C:3]=1[CH2:9][CH2:10][CH2:11][OH:12].